From a dataset of Reaction yield outcomes from USPTO patents with 853,638 reactions. Predict the reaction yield, written as a fraction of the theoretical maximum amount of product (1.0 means a 100% yield; for example, 0.34 means a 34% yield). (1) The reactants are ClC(O[CH:5]([CH3:7])[CH3:6])=O.[Cl:8][C:9]1[CH:40]=[CH:39]C=[CH:37][C:10]=1[C:11]([NH:13]C(=O)NC1SC2C=C(S(CCN3CCNCC3)(=O)=O)C=CC=2N=1)=[O:12].CCN(C(C)C)C(C)C.N. The catalyst is C1COCC1. The product is [Cl:8][C:9]1[CH:40]=[CH:39][C:7]([C:5]#[CH:6])=[CH:37][C:10]=1[C:11]([NH2:13])=[O:12]. The yield is 0.780. (2) The reactants are [CH2:1]([C:4]([CH:11]([C:16](=[O:37])[NH:17][CH:18]1[C:24](=[O:25])[N:23]([CH3:26])[C:22]2[CH:27]=[CH:28][CH:29]=[CH:30][C:21]=2[C:20]([C:31]2[CH:36]=[CH:35][CH:34]=[CH:33][CH:32]=2)=[N:19]1)[CH2:12][CH:13]([CH3:15])[CH3:14])([CH2:8][CH:9]=[CH2:10])[C:5](O)=[O:6])[CH:2]=[CH2:3].C[N:39](C(ON1N=NC2C=CC=NC1=2)=[N+](C)C)C.F[P-](F)(F)(F)(F)F.CCN(C(C)C)C(C)C. The catalyst is CN(C=O)C.C(OCC)(=O)C.O. The product is [CH2:1]([C:4]([CH2:8][CH:9]=[CH2:10])([CH:11]([CH2:12][CH:13]([CH3:15])[CH3:14])[C:16]([NH:17][CH:18]1[C:24](=[O:25])[N:23]([CH3:26])[C:22]2[CH:27]=[CH:28][CH:29]=[CH:30][C:21]=2[C:20]([C:31]2[CH:32]=[CH:33][CH:34]=[CH:35][CH:36]=2)=[N:19]1)=[O:37])[C:5]([NH2:39])=[O:6])[CH:2]=[CH2:3]. The yield is 0.480. (3) The reactants are [Cl:1][C:2]1[CH:7]=[CH:6][CH:5]=[CH:4][C:3]=1[S:8][CH2:9][CH:10](OCC)OCC. The catalyst is C1(C)C=CC=CC=1. The product is [Cl:1][C:2]1[C:3]2[S:8][CH:9]=[CH:10][C:4]=2[CH:5]=[CH:6][CH:7]=1. The yield is 0.675. (4) The reactants are [F:1][C:2]1[CH:3]=[C:4]([CH:10]2[CH2:12][CH:11]2[CH2:13][OH:14])[CH:5]=[CH:6][C:7]=1[O:8][CH3:9].I(C1C=CC=CC=1C(O)=O)(=O)=O. The catalyst is CS(C)=O. The product is [F:1][C:2]1[CH:3]=[C:4]([CH:10]2[CH2:12][CH:11]2[CH:13]=[O:14])[CH:5]=[CH:6][C:7]=1[O:8][CH3:9]. The yield is 0.890. (5) The reactants are [C:1]([C:5]1[CH:6]=[CH:7][C:8]2[O:13][CH2:12][C:11](=[O:14])[NH:10][C:9]=2[CH:15]=1)([CH3:4])([CH3:3])[CH3:2].C([O-])([O-])=O.[Cs+].[Cs+].[Cl:22][CH2:23][CH2:24][CH2:25]I. The catalyst is CCCCCCC.CCOC(C)=O. The product is [C:1]([C:5]1[CH:6]=[CH:7][C:8]2[O:13][CH2:12][C:11](=[O:14])[N:10]([CH2:25][CH2:24][CH2:23][Cl:22])[C:9]=2[CH:15]=1)([CH3:4])([CH3:2])[CH3:3]. The yield is 0.490.